Dataset: Full USPTO retrosynthesis dataset with 1.9M reactions from patents (1976-2016). Task: Predict the reactants needed to synthesize the given product. (1) Given the product [CH:2]1([N+:8]([O-:9])=[CH:10][C:12]2[C:20]3[C:15](=[CH:16][CH:17]=[CH:18][CH:19]=3)[NH:14][C:13]=2[C:21]([O:23][CH3:24])=[O:22])[CH2:7][CH2:6][CH2:5][CH2:4][CH2:3]1, predict the reactants needed to synthesize it. The reactants are: Cl.[CH:2]1([NH:8][OH:9])[CH2:7][CH2:6][CH2:5][CH2:4][CH2:3]1.[CH:10]([C:12]1[C:20]2[C:15](=[CH:16][CH:17]=[CH:18][CH:19]=2)[NH:14][C:13]=1[C:21]([O:23][CH3:24])=[O:22])=O. (2) Given the product [CH:14]1([C:12]2[CH:13]=[C:9]([NH:8][C:6]3[N:7]=[C:2]([NH:36][C:33]4[CH:34]=[C:35]5[C:30]([C:29](=[O:37])[NH:28][NH:27]5)=[CH:31][CH:32]=4)[CH:3]=[CH:4][C:5]=3[N+:17]([O-:19])=[O:18])[NH:10][N:11]=2)[CH2:16][CH2:15]1, predict the reactants needed to synthesize it. The reactants are: Cl[C:2]1[N:7]=[C:6]([NH:8][C:9]2[NH:10][N:11]=[C:12]([CH:14]3[CH2:16][CH2:15]3)[CH:13]=2)[C:5]([N+:17]([O-:19])=[O:18])=[CH:4][CH:3]=1.C(OC([N:27]1[C:35]2[C:30](=[CH:31][CH:32]=[C:33]([NH2:36])[CH:34]=2)[C:29](=[O:37])[NH:28]1)=O)(C)(C)C. (3) The reactants are: C(N(CC)[C:4]1[CH2:10][CH:9]=[C:8]([C:11]2[CH:16]=[CH:15][CH:14]=[CH:13][CH:12]=2)[CH:7]=[CH:6][N:5]=1)C.[OH2:19]. Given the product [C:11]1([C:8]2[CH:7]=[CH:6][NH:5][C:4](=[O:19])[CH2:10][CH:9]=2)[CH:16]=[CH:15][CH:14]=[CH:13][CH:12]=1, predict the reactants needed to synthesize it.